This data is from Forward reaction prediction with 1.9M reactions from USPTO patents (1976-2016). The task is: Predict the product of the given reaction. (1) The product is: [C:10]([CH:9]([C:6]1[CH:7]=[CH:8][C:3]([O:2][CH3:1])=[CH:4][CH:5]=1)[C:12]1([OH:18])[CH2:17][CH2:16][CH2:15][CH2:14][CH2:13]1)#[N:11]. Given the reactants [CH3:1][O:2][C:3]1[CH:8]=[CH:7][C:6]([CH2:9][C:10]#[N:11])=[CH:5][CH:4]=1.[C:12]1(=[O:18])[CH2:17][CH2:16][CH2:15][CH2:14][CH2:13]1.Cl.CO, predict the reaction product. (2) Given the reactants [C:1]1([S:7]([C:10]2[CH:11]=[C:12]([CH:16]=[CH:17][CH:18]=2)[C:13]([OH:15])=O)(=[O:9])=[O:8])[CH:6]=[CH:5][CH:4]=[CH:3][CH:2]=1.[CH3:19][O:20][C:21]1[CH:27]=[CH:26][CH:25]=[CH:24][C:22]=1[NH2:23], predict the reaction product. The product is: [CH3:19][O:20][C:21]1[CH:27]=[CH:26][CH:25]=[CH:24][C:22]=1[NH:23][C:13](=[O:15])[C:12]1[CH:16]=[CH:17][CH:18]=[C:10]([S:7]([C:1]2[CH:2]=[CH:3][CH:4]=[CH:5][CH:6]=2)(=[O:8])=[O:9])[CH:11]=1. (3) The product is: [Br:18][C:13]1[CH:14]=[C:15]2[C:10](=[CH:11][CH:12]=1)[C:9]([N+:20]([O-:22])=[O:21])=[C:8]([NH:7][C:6](=[O:19])[O:5][C:1]([CH3:4])([CH3:2])[CH3:3])[CH:17]=[CH:16]2. Given the reactants [C:1]([O:5][C:6](=[O:19])[NH:7][C:8]1[CH:17]=[CH:16][C:15]2[C:10](=[CH:11][CH:12]=[C:13]([Br:18])[CH:14]=2)[CH:9]=1)([CH3:4])([CH3:3])[CH3:2].[N+:20]([O-])([OH:22])=[O:21], predict the reaction product. (4) Given the reactants IC1C=CC(C2C(C(O)=O)=CON=2)=CC=1.ClC1C=CC=CC=1[C@H](O)C.[Cl:26][C:27]1[CH:32]=[CH:31][CH:30]=[CH:29][C:28]=1[C@H:33]([O:35][C:36]([NH:38][C:39]1[C:40]([C:44]2[CH:49]=[CH:48][C:47]([CH:50]=[CH:51][CH2:52][CH2:53][C:54]([O:56]C)=[O:55])=[CH:46][CH:45]=2)=[N:41][O:42][CH:43]=1)=[O:37])[CH3:34], predict the reaction product. The product is: [Cl:26][C:27]1[CH:32]=[CH:31][CH:30]=[CH:29][C:28]=1[C@H:33]([O:35][C:36]([NH:38][C:39]1[C:40]([C:44]2[CH:45]=[CH:46][C:47]([CH:50]=[CH:51][CH2:52][CH2:53][C:54]([OH:56])=[O:55])=[CH:48][CH:49]=2)=[N:41][O:42][CH:43]=1)=[O:37])[CH3:34].